From a dataset of Catalyst prediction with 721,799 reactions and 888 catalyst types from USPTO. Predict which catalyst facilitates the given reaction. Reactant: [CH2:1]([O:8][C:9]1[CH:16]=[CH:15][C:12]([CH:13]=O)=[CH:11][CH:10]=1)[C:2]1[CH:7]=[CH:6][CH:5]=[CH:4][CH:3]=1.C(O)(=O)C.[N+:21]([CH3:24])([O-:23])=[O:22].C([O-])(=O)C.[NH4+]. Product: [CH2:1]([O:8][C:9]1[CH:16]=[CH:15][C:12](/[CH:13]=[CH:24]/[N+:21]([O-:23])=[O:22])=[CH:11][CH:10]=1)[C:2]1[CH:7]=[CH:6][CH:5]=[CH:4][CH:3]=1. The catalyst class is: 6.